This data is from Reaction yield outcomes from USPTO patents with 853,638 reactions. The task is: Predict the reaction yield, written as a fraction of the theoretical maximum amount of product (1.0 means a 100% yield; for example, 0.34 means a 34% yield). (1) The reactants are [NH2:1][C:2]1[CH:10]=[CH:9][CH:8]=[C:7]([F:11])[C:3]=1[C:4]([OH:6])=O.O=S(Cl)Cl.[Cl:16][C:17]1[CH:23]=[CH:22][CH:21]=[CH:20][C:18]=1[NH2:19].C(Cl)(Cl)Cl. The catalyst is C1C=CC=CC=1. The product is [NH2:1][C:2]1[CH:10]=[CH:9][CH:8]=[C:7]([F:11])[C:3]=1[C:4]([NH:19][C:18]1[CH:20]=[CH:21][CH:22]=[CH:23][C:17]=1[Cl:16])=[O:6]. The yield is 0.600. (2) The reactants are [F:1][C:2]([F:52])([F:51])[C:3]1[CH:4]=[C:5]([C:13]([CH3:50])([CH3:49])[C:14]([N:16]([CH3:48])[C:17]2[C:18]([C:40]3[CH:45]=[CH:44][C:43]([F:46])=[CH:42][C:41]=3[CH3:47])=[CH:19][C:20]([C@@H:23]3[N:27](C(OC(C)(C)C)=O)[C@@:26]([CH3:39])([C:35]([O:37][CH3:38])=[O:36])[CH2:25][CH2:24]3)=[N:21][CH:22]=2)=[O:15])[CH:6]=[C:7]([C:9]([F:12])([F:11])[F:10])[CH:8]=1.C(O)(C(F)(F)F)=O. The product is [F:52][C:2]([F:1])([F:51])[C:3]1[CH:4]=[C:5]([C:13]([CH3:49])([CH3:50])[C:14]([N:16]([CH3:48])[C:17]2[C:18]([C:40]3[CH:45]=[CH:44][C:43]([F:46])=[CH:42][C:41]=3[CH3:47])=[CH:19][C:20]([C@@H:23]3[NH:27][C@@:26]([CH3:39])([C:35]([O:37][CH3:38])=[O:36])[CH2:25][CH2:24]3)=[N:21][CH:22]=2)=[O:15])[CH:6]=[C:7]([C:9]([F:11])([F:12])[F:10])[CH:8]=1. The catalyst is ClCCl. The yield is 0.960. (3) The reactants are [Cl:1][C:2]1[S:6][C:5]([C:7]([OH:9])=O)=[CH:4][C:3]=1[C:10]1[N:14]([CH3:15])[N:13]=[CH:12][CH:11]=1.[NH2:16][C@@H:17]([CH2:30][C:31]1[CH:36]=[C:35]([F:37])[CH:34]=[CH:33][C:32]=1[F:38])[CH2:18][N:19]1[C:27](=[O:28])[C:26]2[C:21](=[CH:22][CH:23]=[CH:24][CH:25]=2)[C:20]1=[O:29].FC1C=CC=C(F)C=1C[C@@H](C(O)=O)N.C1CN([P+](Br)(N2CCCC2)N2CCCC2)CC1.F[P-](F)(F)(F)(F)F.CCN(C(C)C)C(C)C. The catalyst is C(Cl)(Cl)Cl. The product is [Cl:1][C:2]1[S:6][C:5]([C:7]([NH:16][C@H:17]([CH2:18][N:19]2[C:27](=[O:28])[C:26]3[C:21](=[CH:22][CH:23]=[CH:24][CH:25]=3)[C:20]2=[O:29])[CH2:30][C:31]2[CH:36]=[C:35]([F:37])[CH:34]=[CH:33][C:32]=2[F:38])=[O:9])=[CH:4][C:3]=1[C:10]1[N:14]([CH3:15])[N:13]=[CH:12][CH:11]=1. The yield is 0.710. (4) The reactants are [F:1][C:2]1[C:7]([CH:8]=[O:9])=[C:6]([F:10])[CH:5]=[CH:4][C:3]=1[NH:11][S:12]([CH2:15][CH2:16][CH3:17])(=[O:14])=[O:13].[OH:18]OS([O-])=O.[K+]. The catalyst is CN(C)C=O. The product is [F:1][C:2]1[C:3]([NH:11][S:12]([CH2:15][CH2:16][CH3:17])(=[O:14])=[O:13])=[CH:4][CH:5]=[C:6]([F:10])[C:7]=1[C:8]([OH:18])=[O:9]. The yield is 0.910. (5) The catalyst is CN(C1C=CN=CC=1)C.C(Cl)Cl.C(Cl)Cl.C1COCC1. The yield is 0.700. The product is [CH:48]([C@H:40]1[NH:39][C:37](=[O:38])[C@@H:36]([CH2:51][S:52][C:53]([C:54]2[CH:55]=[CH:56][CH:57]=[CH:58][CH:59]=2)([C:66]2[CH:67]=[CH:68][CH:69]=[CH:70][CH:71]=2)[C:60]2[CH:65]=[CH:64][CH:63]=[CH:62][CH:61]=2)[NH:35][C:33](=[O:34])[C@@H:32]([CH3:72])[NH:31][C:29](=[O:30])[CH2:28][C@@H:27](/[CH:73]=[CH:74]/[CH2:75][CH2:76][S:77][C:17]([C:9]2[CH:8]=[CH:13][CH:12]=[CH:11][CH:10]=2)([C:8]2[CH:13]=[CH:12][CH:11]=[CH:10][CH:9]=2)[C:9]2[CH:10]=[CH:11][CH:12]=[CH:13][CH:8]=2)[O:46][C:45](=[O:47])[CH2:44][NH:43][C:41]1=[O:42])([CH3:49])[CH3:50]. The reactants are [CH3:17][C:9]1[CH:10]=[CH:11][CH:12]=[C:13]([N+]([O-])=O)[C:8]=1C(OC(=O)[C:8]1[C:13]([N+]([O-])=O)=[CH:12][CH:11]=[CH:10][C:9]=1[CH3:17])=O.O[C@H:27](/[CH:73]=[CH:74]/[CH2:75][CH2:76][S:77]C(C1C=CC=CC=1)(C1C=CC=CC=1)C1C=CC=CC=1)[CH2:28][C:29]([NH:31][C@H:32]([CH3:72])[C:33]([NH:35][C@H:36]([CH2:51][S:52][C:53]([C:66]1[CH:71]=[CH:70][CH:69]=[CH:68][CH:67]=1)([C:60]1[CH:65]=[CH:64][CH:63]=[CH:62][CH:61]=1)[C:54]1[CH:59]=[CH:58][CH:57]=[CH:56][CH:55]=1)[C:37]([NH:39][C@H:40]([CH:48]([CH3:50])[CH3:49])[C:41]([NH:43][CH2:44][C:45]([OH:47])=[O:46])=[O:42])=[O:38])=[O:34])=[O:30].Cl. (6) The reactants are [CH2:1]([N:3]1[CH2:8][CH2:7][N:6]([C:9]2[CH:14]=[CH:13][C:12]([NH:15][C:16]3[N:21]=[CH:20][C:19]([CH2:22][CH2:23][C:24]4[CH:25]=[C:26]([CH:36]=[C:37]([O:39][CH3:40])[CH:38]=4)[C:27]([NH:29][O:30][CH2:31][CH2:32][O:33]C=C)=[O:28])=[CH:18][N:17]=3)=[CH:11][CH:10]=2)[CH2:5][CH2:4]1)[CH3:2].Cl. The catalyst is CO. The product is [CH2:1]([N:3]1[CH2:8][CH2:7][N:6]([C:9]2[CH:10]=[CH:11][C:12]([NH:15][C:16]3[N:21]=[CH:20][C:19]([CH2:22][CH2:23][C:24]4[CH:25]=[C:26]([CH:36]=[C:37]([O:39][CH3:40])[CH:38]=4)[C:27]([NH:29][O:30][CH2:31][CH2:32][OH:33])=[O:28])=[CH:18][N:17]=3)=[CH:13][CH:14]=2)[CH2:5][CH2:4]1)[CH3:2]. The yield is 0.525. (7) The yield is 0.980. The reactants are BrC1C=C[C:5](NCC(OC)=O)=[N:6]C=1.[CH3:14][O:15][C:16]1[CH:17]=[C:18]2[C:22](=[CH:23][CH:24]=1)[N:21]([CH3:25])[CH:20]=[C:19]2[CH:26]=O.CN1C2C(=CC=CC=2)C(C)=C1C=O. No catalyst specified. The product is [CH3:14][O:15][C:16]1[CH:17]=[C:18]2[C:22](=[CH:23][CH:24]=1)[N:21]([CH3:25])[CH:20]=[C:19]2[CH2:26][NH:6][CH3:5]. (8) The reactants are [Br:1][C:2]1[CH:3]=[N:4][C:5](Cl)=[N:6][CH:7]=1.[C-]#N.[Na+].C1N2CC[N:14](CC2)[CH2:13]1.ClCCl. The catalyst is CS(C)=O.O. The product is [Br:1][C:2]1[CH:3]=[N:4][C:5]([C:13]#[N:14])=[N:6][CH:7]=1. The yield is 0.990.